This data is from Peptide-MHC class I binding affinity with 185,985 pairs from IEDB/IMGT. The task is: Regression. Given a peptide amino acid sequence and an MHC pseudo amino acid sequence, predict their binding affinity value. This is MHC class I binding data. (1) The peptide sequence is FVIGGMTGV. The binding affinity (normalized) is 0.0847. The MHC is HLA-A11:01 with pseudo-sequence HLA-A11:01. (2) The peptide sequence is NPKTPKYKF. The MHC is HLA-A31:01 with pseudo-sequence HLA-A31:01. The binding affinity (normalized) is 0.0847. (3) The peptide sequence is KSINKVYGK. The MHC is HLA-B58:01 with pseudo-sequence HLA-B58:01. The binding affinity (normalized) is 0. (4) The peptide sequence is FQPQNGQFY. The MHC is H-2-Kb with pseudo-sequence H-2-Kb. The binding affinity (normalized) is 0. (5) The peptide sequence is FMLCLLLLSV. The MHC is HLA-A02:03 with pseudo-sequence HLA-A02:03. The binding affinity (normalized) is 0.468. (6) The peptide sequence is GDYKLVEI. The MHC is HLA-B15:03 with pseudo-sequence HLA-B15:03. The binding affinity (normalized) is 0.00679.